From a dataset of NCI-60 drug combinations with 297,098 pairs across 59 cell lines. Regression. Given two drug SMILES strings and cell line genomic features, predict the synergy score measuring deviation from expected non-interaction effect. (1) Drug 1: CC1=C(C(CCC1)(C)C)C=CC(=CC=CC(=CC(=O)O)C)C. Drug 2: CC(C)CN1C=NC2=C1C3=CC=CC=C3N=C2N. Cell line: SN12C. Synergy scores: CSS=11.1, Synergy_ZIP=-4.61, Synergy_Bliss=-0.198, Synergy_Loewe=0.509, Synergy_HSA=0.944. (2) Drug 1: CN(C)C1=NC(=NC(=N1)N(C)C)N(C)C. Drug 2: CC(C)NC(=O)C1=CC=C(C=C1)CNNC.Cl. Cell line: HCC-2998. Synergy scores: CSS=-1.01, Synergy_ZIP=2.49, Synergy_Bliss=2.78, Synergy_Loewe=-1.14, Synergy_HSA=-1.94. (3) Drug 1: CN(C)N=NC1=C(NC=N1)C(=O)N. Drug 2: CC12CCC3C(C1CCC2OP(=O)(O)O)CCC4=C3C=CC(=C4)OC(=O)N(CCCl)CCCl.[Na+]. Cell line: RXF 393. Synergy scores: CSS=1.45, Synergy_ZIP=-2.17, Synergy_Bliss=-4.56, Synergy_Loewe=-6.49, Synergy_HSA=-4.63. (4) Drug 1: CN1CCC(CC1)COC2=C(C=C3C(=C2)N=CN=C3NC4=C(C=C(C=C4)Br)F)OC. Drug 2: C1=NC2=C(N1)C(=S)N=C(N2)N. Cell line: RPMI-8226. Synergy scores: CSS=27.8, Synergy_ZIP=3.07, Synergy_Bliss=3.61, Synergy_Loewe=-19.9, Synergy_HSA=-0.145. (5) Drug 1: CS(=O)(=O)C1=CC(=C(C=C1)C(=O)NC2=CC(=C(C=C2)Cl)C3=CC=CC=N3)Cl. Drug 2: CC1=CC=C(C=C1)C2=CC(=NN2C3=CC=C(C=C3)S(=O)(=O)N)C(F)(F)F. Cell line: SK-OV-3. Synergy scores: CSS=3.55, Synergy_ZIP=-0.352, Synergy_Bliss=1.29, Synergy_Loewe=-0.0231, Synergy_HSA=0.671. (6) Drug 1: CC12CCC3C(C1CCC2NC(=O)OCC(F)(F)F)CCC4C3(C=CC(=O)N4C)C. Drug 2: CC1CCC2CC(C(=CC=CC=CC(CC(C(=O)C(C(C(=CC(C(=O)CC(OC(=O)C3CCCCN3C(=O)C(=O)C1(O2)O)C(C)CC4CCC(C(C4)OC)OP(=O)(C)C)C)C)O)OC)C)C)C)OC. Cell line: HT29. Synergy scores: CSS=23.4, Synergy_ZIP=-3.64, Synergy_Bliss=0.366, Synergy_Loewe=1.47, Synergy_HSA=2.23. (7) Drug 1: CC1=C(N=C(N=C1N)C(CC(=O)N)NCC(C(=O)N)N)C(=O)NC(C(C2=CN=CN2)OC3C(C(C(C(O3)CO)O)O)OC4C(C(C(C(O4)CO)O)OC(=O)N)O)C(=O)NC(C)C(C(C)C(=O)NC(C(C)O)C(=O)NCCC5=NC(=CS5)C6=NC(=CS6)C(=O)NCCC[S+](C)C)O. Drug 2: C1CN(CCN1C(=O)CCBr)C(=O)CCBr. Cell line: SN12C. Synergy scores: CSS=20.4, Synergy_ZIP=-8.84, Synergy_Bliss=-5.92, Synergy_Loewe=-3.39, Synergy_HSA=-1.32. (8) Drug 1: C1=CC=C(C=C1)NC(=O)CCCCCCC(=O)NO. Drug 2: CC(C)(C#N)C1=CC(=CC(=C1)CN2C=NC=N2)C(C)(C)C#N. Cell line: OVCAR-4. Synergy scores: CSS=0.0825, Synergy_ZIP=-0.888, Synergy_Bliss=-0.265, Synergy_Loewe=0.136, Synergy_HSA=-0.482. (9) Drug 1: CNC(=O)C1=CC=CC=C1SC2=CC3=C(C=C2)C(=NN3)C=CC4=CC=CC=N4. Drug 2: CCN(CC)CCCC(C)NC1=C2C=C(C=CC2=NC3=C1C=CC(=C3)Cl)OC. Cell line: MDA-MB-435. Synergy scores: CSS=2.57, Synergy_ZIP=-3.96, Synergy_Bliss=-0.994, Synergy_Loewe=-5.08, Synergy_HSA=-2.32. (10) Synergy scores: CSS=58.9, Synergy_ZIP=-1.11, Synergy_Bliss=-1.18, Synergy_Loewe=-5.38, Synergy_HSA=4.35. Drug 1: C1=CC(=C2C(=C1NCCNCCO)C(=O)C3=C(C=CC(=C3C2=O)O)O)NCCNCCO. Drug 2: CC1=C(C(=O)C2=C(C1=O)N3CC4C(C3(C2COC(=O)N)OC)N4)N. Cell line: U251.